Dataset: hERG potassium channel inhibition data for cardiac toxicity prediction from Karim et al.. Task: Regression/Classification. Given a drug SMILES string, predict its toxicity properties. Task type varies by dataset: regression for continuous values (e.g., LD50, hERG inhibition percentage) or binary classification for toxic/non-toxic outcomes (e.g., AMES mutagenicity, cardiotoxicity, hepatotoxicity). Dataset: herg_karim. The molecule is C[C@@H](c1ccc(C(=O)NCCC(=O)O)cc1)n1nc(-c2cc(Cl)cc(Cl)c2)cc1-c1ccc2cc(C(F)(F)F)ccc2c1. The result is 1 (blocker).